Dataset: Full USPTO retrosynthesis dataset with 1.9M reactions from patents (1976-2016). Task: Predict the reactants needed to synthesize the given product. (1) Given the product [C:1]([OH:9])(=[O:8])[C@H:2]([CH2:4][C:5]([OH:7])=[O:6])[OH:3].[F:10][C:11]1[CH:12]=[CH:13][C:14]([NH:17][C:18]([C:20]2([C:23]([NH:25][C:26]3[CH:27]=[CH:28][C:29]([O:32][C:33]4[C:42]5[C:37](=[CH:38][C:39]([O:45][CH3:46])=[C:40]([O:43][CH3:44])[CH:41]=5)[N:36]=[CH:35][CH:34]=4)=[CH:30][CH:31]=3)=[O:24])[CH2:21][CH2:22]2)=[O:19])=[CH:15][CH:16]=1, predict the reactants needed to synthesize it. The reactants are: [C:1]([OH:9])(=[O:8])[C@H:2]([CH2:4][C:5]([OH:7])=[O:6])[OH:3].[F:10][C:11]1[CH:16]=[CH:15][C:14]([NH:17][C:18]([C:20]2([C:23]([NH:25][C:26]3[CH:31]=[CH:30][C:29]([O:32][C:33]4[C:42]5[C:37](=[CH:38][C:39]([O:45][CH3:46])=[C:40]([O:43][CH3:44])[CH:41]=5)[N:36]=[CH:35][CH:34]=4)=[CH:28][CH:27]=3)=[O:24])[CH2:22][CH2:21]2)=[O:19])=[CH:13][CH:12]=1. (2) Given the product [CH3:1][C@@H:2]1[N:23]2[CH:22]=[C:21]([C:24]([OH:26])=[O:25])[C:19]([C:7]3=[CH:8][C:9]([F:18])=[C:10]([N:11]4[CH2:16][CH2:15][N:14]([CH3:17])[CH2:13][CH2:12]4)[C:5](=[C:6]23)[O:4][CH2:3]1)=[O:20].[CH3:1][C@@H:2]1[N:23]2[CH:22]=[C:21]([C:24]([OH:26])=[O:25])[C:19]([C:7]3=[CH:8][C:9]([F:18])=[C:10]([N:11]4[CH2:16][CH2:15][N:14]([CH3:17])[CH2:13][CH2:12]4)[C:5](=[C:6]23)[O:4][CH2:3]1)=[O:20].[OH2:27], predict the reactants needed to synthesize it. The reactants are: [CH3:1][C@@H:2]1[N:23]2[C:6]3[C:7]([C:19]([C:21]([C:24]([OH:26])=[O:25])=[CH:22]2)=[O:20])=[CH:8][C:9]([F:18])=[C:10]([N:11]2[CH2:16][CH2:15][N:14]([CH3:17])[CH2:13][CH2:12]2)[C:5]=3[O:4][CH2:3]1.[OH2:27]. (3) Given the product [CH3:1][O:2][C:3]1[CH:12]=[C:11]2[C:6]([CH:7]=[CH:8][CH:9]=[C:10]2[C:13](=[O:17])[C:14]([NH2:29])=[O:15])=[CH:5][CH:4]=1, predict the reactants needed to synthesize it. The reactants are: [CH3:1][O:2][C:3]1[CH:12]=[C:11]2[C:6]([CH:7]=[CH:8][CH:9]=[C:10]2[C:13](=[O:17])[C:14](O)=[O:15])=[CH:5][CH:4]=1.CCCP(=O)=O.[NH4+].[Cl-].C([NH:29]C(C)C)(C)C.